From a dataset of Full USPTO retrosynthesis dataset with 1.9M reactions from patents (1976-2016). Predict the reactants needed to synthesize the given product. (1) Given the product [S:7]1[CH:8]=[C:9]([CH2:10][N:11]2[C:17](=[O:18])[C@@H:16]([NH:19][C:20](=[O:25])[C@@H:21]([NH:23][CH3:24])[CH3:22])[CH2:15][CH2:14][C:13]3[CH:26]=[CH:27][CH:28]=[CH:29][C:12]2=3)[C:5]2[CH:4]=[CH:3][CH:31]=[CH:30][C:6]1=2, predict the reactants needed to synthesize it. The reactants are: Cl.Br[C:3]1[CH:31]=[CH:30][C:6]2[S:7][CH:8]=[C:9]([CH2:10][N:11]3[C:17](=[O:18])[C@@H:16]([NH:19][C:20](=[O:25])[C@@H:21]([NH:23][CH3:24])[CH3:22])[CH2:15][CH2:14][C:13]4[CH:26]=[CH:27][CH:28]=[CH:29][C:12]3=4)[C:5]=2[CH:4]=1. (2) Given the product [C:17]([C:6]1[C:5]([OH:4])=[C:15]([CH3:16])[C:9]2[CH2:10][C:11]([CH3:13])([CH3:14])[O:12][C:8]=2[CH:7]=1)([CH3:20])([CH3:18])[CH3:19], predict the reactants needed to synthesize it. The reactants are: C([O:4][C:5]1[C:6]([C:17]([CH3:20])([CH3:19])[CH3:18])=[CH:7][C:8]2[O:12][C:11]([CH3:14])([CH3:13])[CH2:10][C:9]=2[C:15]=1[CH3:16])(=O)C.[H-].[Al+3].[Li+].[H-].[H-].[H-]. (3) Given the product [O:27]1[CH2:28][CH2:29][CH:24]([CH2:23][CH:10]2[CH2:9][NH:8][CH2:13][CH2:12][N:11]2[C:14]2[CH:15]=[C:16]3[C:20](=[CH:21][CH:22]=2)[NH:19][N:18]=[CH:17]3)[CH2:25][CH2:26]1, predict the reactants needed to synthesize it. The reactants are: C([N:8]1[CH2:13][CH2:12][N:11]([C:14]2[CH:15]=[C:16]3[C:20](=[CH:21][CH:22]=2)[NH:19][N:18]=[CH:17]3)[CH:10]([CH2:23][CH:24]2[CH2:29][CH2:28][O:27][CH2:26][CH2:25]2)[CH2:9]1)C1C=CC=CC=1.C([O-])=O.[NH4+]. (4) Given the product [F:33][C:23]1[CH:22]=[C:21]([CH:26]=[C:25]([C:27]2[CH:32]=[CH:31][N:30]=[CH:29][CH:28]=2)[CH:24]=1)/[CH:20]=[CH:19]/[C:16]1[CH:15]=[CH:14][C:13]([N:10]2[CH2:11][CH2:12][N:7]([S:4]([C:1]3[CH:35]=[N:34][CH:39]=[CH:2][CH:3]=3)(=[O:5])=[O:6])[CH2:8][CH2:9]2)=[CH:18][CH:17]=1, predict the reactants needed to synthesize it. The reactants are: [CH:1]1([S:4]([N:7]2[CH2:12][CH2:11][N:10]([C:13]3[CH:18]=[CH:17][C:16](/[CH:19]=[CH:20]/[C:21]4[CH:26]=[C:25]([C:27]5[CH:32]=[CH:31][N:30]=[CH:29][CH:28]=5)[CH:24]=[C:23]([F:33])[CH:22]=4)=[CH:15][CH:14]=3)[CH2:9][CH2:8]2)(=[O:6])=[O:5])[CH2:3][CH2:2]1.[N:34]1[CH:39]=CC=C(S(Cl)(=O)=O)[CH:35]=1.C1(S(Cl)(=O)=O)CC1.